From a dataset of Full USPTO retrosynthesis dataset with 1.9M reactions from patents (1976-2016). Predict the reactants needed to synthesize the given product. Given the product [Si:1]([O:18][CH2:19][C:20]1[N:21]=[CH:22][N:23]([CH2:28][CH:26]=[CH2:27])[CH:24]=1)([C:14]([CH3:17])([CH3:15])[CH3:16])([C:8]1[CH:13]=[CH:12][CH:11]=[CH:10][CH:9]=1)[C:2]1[CH:7]=[CH:6][CH:5]=[CH:4][CH:3]=1, predict the reactants needed to synthesize it. The reactants are: [Si:1]([O:18][CH2:19][C:20]1[N:21]=[CH:22][NH:23][CH:24]=1)([C:14]([CH3:17])([CH3:16])[CH3:15])([C:8]1[CH:13]=[CH:12][CH:11]=[CH:10][CH:9]=1)[C:2]1[CH:7]=[CH:6][CH:5]=[CH:4][CH:3]=1.Br[C:26]([CH3:28])=[CH2:27].C(N)CN.P([O-])([O-])([O-])=O.[K+].[K+].[K+].